Dataset: Forward reaction prediction with 1.9M reactions from USPTO patents (1976-2016). Task: Predict the product of the given reaction. Given the reactants [CH2:1]([O:3][C:4]([C:6]([CH3:17])=[CH:7][C:8]1[CH:16]=[CH:15][CH:14]=[CH:13][C:9]=1[C:10]([OH:12])=O)=[O:5])[CH3:2].C(N(CC)CC)C.F[B-](F)(F)F.C(C(=N[O:39][C:40](N(C)C)=[N+:41](C)C)C(OCC)=O)#N.[CH2:47]([NH2:51])[CH2:48][CH2:49][CH3:50], predict the reaction product. The product is: [CH2:47]([NH:51][C:10]([C:9]1[CH:13]=[CH:14][CH:15]=[CH:16][C:8]=1[CH:7]=[C:6]([CH3:17])[C:4]([O:3][CH2:1][CH3:2])=[O:5])=[O:12])[CH2:48][CH2:49][CH3:50].[CH2:10]([C:9]1[C:13]([C:40](=[O:39])[NH2:41])=[CH:14][CH:15]=[CH:16][C:8]=1[CH:7]=[C:6]([CH3:17])[C:4]([O:3][CH2:1][CH3:2])=[O:5])[CH2:47][CH2:48][CH3:49].